This data is from Forward reaction prediction with 1.9M reactions from USPTO patents (1976-2016). The task is: Predict the product of the given reaction. (1) Given the reactants CI.[C:3]([O:6][CH2:7][C:8]1[C:17]2[C:12](=[CH:13][CH:14]=[CH:15][CH:16]=2)[C:11]([C:18](=[S:25])[NH:19][CH2:20][Si:21]([CH3:24])([CH3:23])[CH3:22])=[CH:10][CH:9]=1)(=[O:5])[CH3:4].[CH3:26]C(C)([O-])C.[K+], predict the reaction product. The product is: [C:3]([O:6][CH2:7][C:8]1[C:17]2[C:12](=[CH:13][CH:14]=[CH:15][CH:16]=2)[C:11](/[C:18](/[S:25][CH3:26])=[N:19]/[CH2:20][Si:21]([CH3:24])([CH3:23])[CH3:22])=[CH:10][CH:9]=1)(=[O:5])[CH3:4]. (2) Given the reactants [CH2:1]([O:3][C:4](=[O:33])[CH2:5][NH:6][CH2:7][C:8]1[CH:13]=[CH:12][CH:11]=[C:10]([O:14][CH2:15][CH2:16][C:17]2[N:18]=[C:19]([C:23]3[CH:28]=[CH:27][C:26]([C:29]([F:32])([F:31])[F:30])=[CH:25][CH:24]=3)[O:20][C:21]=2[CH3:22])[CH:9]=1)[CH3:2].[CH3:34][N:35]([S:39](Cl)(=[O:41])=[O:40])[CH2:36][C:37]#[CH:38].C(N(CC)CC)C, predict the reaction product. The product is: [CH2:1]([O:3][C:4](=[O:33])[CH2:5][N:6]([S:39]([N:35]([CH3:34])[CH2:36][C:37]#[CH:38])(=[O:41])=[O:40])[CH2:7][C:8]1[CH:13]=[CH:12][CH:11]=[C:10]([O:14][CH2:15][CH2:16][C:17]2[N:18]=[C:19]([C:23]3[CH:28]=[CH:27][C:26]([C:29]([F:30])([F:32])[F:31])=[CH:25][CH:24]=3)[O:20][C:21]=2[CH3:22])[CH:9]=1)[CH3:2]. (3) Given the reactants [C:1]([Li])([CH3:4])([CH3:3])[CH3:2].CCCCC.C(I)C(C)C.[C:16]1(=[O:22])[CH2:21][CH2:20][CH2:19][CH2:18][CH2:17]1.Cl, predict the reaction product. The product is: [CH2:2]([C:16]1([OH:22])[CH2:21][CH2:20][CH2:19][CH2:18][CH2:17]1)[CH:1]([CH3:4])[CH3:3]. (4) The product is: [NH2:10][CH2:11][CH2:12][CH2:13][C@H:14]1[CH2:18][N:17]([C@@H:19]([C:23]2[N:32]([CH2:33][C:34]3[CH:39]=[CH:38][CH:37]=[CH:36][CH:35]=3)[C:31](=[O:40])[C:30]3[C:25](=[CH:26][C:27]([Cl:41])=[CH:28][CH:29]=3)[N:24]=2)[CH:20]([CH3:21])[CH3:22])[C:16]([C:42]2[CH:47]=[CH:46][C:45]([CH3:48])=[CH:44][CH:43]=2)=[N:15]1. Given the reactants C(OC(=O)[NH:10][CH2:11][CH2:12][CH2:13][C@H:14]1[CH2:18][N:17]([C@@H:19]([C:23]2[N:32]([CH2:33][C:34]3[CH:39]=[CH:38][CH:37]=[CH:36][CH:35]=3)[C:31](=[O:40])[C:30]3[C:25](=[CH:26][C:27]([Cl:41])=[CH:28][CH:29]=3)[N:24]=2)[CH:20]([CH3:22])[CH3:21])[C:16]([C:42]2[CH:47]=[CH:46][C:45]([CH3:48])=[CH:44][CH:43]=2)=[N:15]1)C1C=CC=CC=1, predict the reaction product. (5) Given the reactants [CH3:1][O-:2].[Na+].Br[C:5]1[N:6]([CH:22]2[CH2:27][CH2:26][CH2:25][CH2:24][O:23]2)[C:7]2[C:12]([N:13]=1)=[C:11]([NH2:14])[N:10]=[C:9]([O:15][C@@H:16]([CH3:21])[CH2:17][CH2:18][CH2:19][CH3:20])[N:8]=2, predict the reaction product. The product is: [CH3:1][O:2][C:5]1[N:6]([CH:22]2[CH2:27][CH2:26][CH2:25][CH2:24][O:23]2)[C:7]2[C:12]([N:13]=1)=[C:11]([NH2:14])[N:10]=[C:9]([O:15][C@@H:16]([CH3:21])[CH2:17][CH2:18][CH2:19][CH3:20])[N:8]=2. (6) Given the reactants O=C1C2C(=CC=CC=2)C(=O)[N:3]1[CH2:12][CH:13]([NH:23][C:24]([C:26]1[CH:30]=[C:29]([C:31]2[N:35]([CH3:36])[N:34]=[CH:33][CH:32]=2)[S:28][CH:27]=1)=[O:25])[C:14]([CH3:22])([C:16]1[CH:21]=[CH:20][CH:19]=[CH:18][CH:17]=1)[CH3:15].NN, predict the reaction product. The product is: [NH2:3][CH2:12][CH:13]([NH:23][C:24]([C:26]1[CH:30]=[C:29]([C:31]2[N:35]([CH3:36])[N:34]=[CH:33][CH:32]=2)[S:28][CH:27]=1)=[O:25])[C:14]([CH3:22])([C:16]1[CH:17]=[CH:18][CH:19]=[CH:20][CH:21]=1)[CH3:15]. (7) Given the reactants [Cl:1][C:2]1[CH:3]=[C:4]([CH:7]=[CH:8][CH:9]=1)[CH:5]=O.C1(P(=[CH:29][C:30]([O:32][CH2:33][CH3:34])=[O:31])(C2C=CC=CC=2)C2C=CC=CC=2)C=CC=CC=1, predict the reaction product. The product is: [Cl:1][C:2]1[CH:3]=[C:4]([CH:5]=[CH:29][C:30]([O:32][CH2:33][CH3:34])=[O:31])[CH:7]=[CH:8][CH:9]=1. (8) Given the reactants Br[C:2]1[C:3]([N:22]2[CH2:26][CH2:25][C@@H:24]([OH:27])[CH2:23]2)=[N:4][CH:5]=[C:6]([CH:21]=1)[C:7]([NH:9][C:10]1[CH:15]=[CH:14][C:13]([O:16][C:17]([F:20])([F:19])[F:18])=[CH:12][CH:11]=1)=[O:8].C(OC([N:35]1[C:39]([C:40]#[N:41])=[CH:38][CH:37]=[C:36]1B(O)O)=O)(C)(C)C, predict the reaction product. The product is: [C:40]([C:39]1[NH:35][C:36]([C:2]2[C:3]([N:22]3[CH2:26][CH2:25][C@@H:24]([OH:27])[CH2:23]3)=[N:4][CH:5]=[C:6]([CH:21]=2)[C:7]([NH:9][C:10]2[CH:15]=[CH:14][C:13]([O:16][C:17]([F:18])([F:19])[F:20])=[CH:12][CH:11]=2)=[O:8])=[CH:37][CH:38]=1)#[N:41]. (9) Given the reactants [Cl:1][C:2]1[CH:3]=[CH:4][C:5]([CH2:9][OH:10])=[C:6]([OH:8])[CH:7]=1.Br[CH:12]([CH2:14][CH3:15])[CH3:13], predict the reaction product. The product is: [CH3:13][CH:12]([O:8][C:6]1[CH:7]=[C:2]([Cl:1])[CH:3]=[CH:4][C:5]=1[CH2:9][OH:10])[CH2:14][CH3:15]. (10) Given the reactants OS(O)(=O)=O.[Br:6][C:7]1[CH:8]=[N:9][CH:10]=[C:11]([CH:15]=1)[C:12]([OH:14])=[O:13].[CH3:16]O, predict the reaction product. The product is: [Br:6][C:7]1[CH:8]=[N:9][CH:10]=[C:11]([CH:15]=1)[C:12]([O:14][CH3:16])=[O:13].